Dataset: Forward reaction prediction with 1.9M reactions from USPTO patents (1976-2016). Task: Predict the product of the given reaction. (1) Given the reactants C1C2C(=CC=CC=2)C=CC=1O.C1([C@H:18]2[CH2:27][C:26]3[C:21](=[CH:22][CH:23]=[CH:24][CH:25]=3)[CH:20]=[N:19]2)C=CC=CC=1, predict the reaction product. The product is: [CH2:20]1[C:21]2[C:26](=[CH:25][CH:24]=[CH:23][CH:22]=2)[CH2:27][CH2:18][NH:19]1. (2) Given the reactants [C:1]([C:4]1[C:12]2[C:7](=[CH:8][CH:9]=[C:10]([N:13]=[C:14]=[O:15])[CH:11]=2)[N:6]([CH2:16][C:17]([N:19]2[CH2:23][C@H:22]([F:24])[CH2:21][C@H:20]2[C:25]([NH:27][CH2:28][C:29]2[CH:34]=[CH:33][CH:32]=[C:31]([Cl:35])[C:30]=2[F:36])=[O:26])=[O:18])[CH:5]=1)(=[O:3])[CH3:2].[N-]=C=O.Cl.[F:41][C:42]1([F:48])[CH2:47][CH2:46][CH2:45][NH:44][CH2:43]1.CCN(CC)CC, predict the reaction product. The product is: [C:1]([C:4]1[C:12]2[C:7](=[CH:8][CH:9]=[C:10]([NH:13][C:14]([N:44]3[CH2:45][CH2:46][CH2:47][C:42]([F:48])([F:41])[CH2:43]3)=[O:15])[CH:11]=2)[N:6]([CH2:16][C:17]([N:19]2[CH2:23][C@H:22]([F:24])[CH2:21][C@H:20]2[C:25](=[O:26])[NH:27][CH2:28][C:29]2[CH:34]=[CH:33][CH:32]=[C:31]([Cl:35])[C:30]=2[F:36])=[O:18])[CH:5]=1)(=[O:3])[CH3:2]. (3) Given the reactants Cl[C:2]1[CH:7]=[CH:6][CH:5]=[C:4]([C:8]([O:10][OH:11])=[O:9])[CH:3]=1.OO.S(=O)(=O)(O)O.C(O)(=O)C, predict the reaction product. The product is: [CH:3]1[C:4]([C:8]([O:10][OH:11])=[O:9])=[CH:5][CH:6]=[CH:7][CH:2]=1. (4) Given the reactants C(OC(=O)[NH:7][CH2:8][CH2:9][NH:10][C:11](=[O:35])[CH2:12][C@@H:13]([NH:15][C@@H:16]([C:19]1[CH:24]=[CH:23][C:22]([Cl:25])=[C:21]([C:26](=[O:33])[C:27]2[CH:32]=[CH:31][CH:30]=[CH:29][CH:28]=2)[C:20]=1[F:34])[CH2:17][CH3:18])[CH3:14])(C)(C)C.Cl.C(OCC)C, predict the reaction product. The product is: [NH2:7][CH2:8][CH2:9][NH:10][C:11](=[O:35])[CH2:12][C@H:13]([NH:15][C@@H:16]([C:19]1[CH:24]=[CH:23][C:22]([Cl:25])=[C:21]([C:26](=[O:33])[C:27]2[CH:32]=[CH:31][CH:30]=[CH:29][CH:28]=2)[C:20]=1[F:34])[CH2:17][CH3:18])[CH3:14]. (5) Given the reactants [NH2:1][C:2]1[CH:32]=[CH:31][C:5]([O:6][C:7]2[C:8]3[CH:15]=[C:14]([C:16]4[CH:21]=[CH:20][C:19]([OH:22])=[CH:18][CH:17]=4)[N:13]([CH2:23][O:24][CH2:25][CH2:26][Si:27]([CH3:30])([CH3:29])[CH3:28])[C:9]=3[N:10]=[CH:11][N:12]=2)=[CH:4][C:3]=1[Cl:33].Cl.Cl[CH2:36][CH2:37][CH2:38][N:39]([CH2:42][CH3:43])[CH2:40][CH3:41].C(=O)([O-])[O-].[K+].[K+].O, predict the reaction product. The product is: [Cl:33][C:3]1[CH:4]=[C:5]([O:6][C:7]2[C:8]3[CH:15]=[C:14]([C:16]4[CH:17]=[CH:18][C:19]([O:22][CH2:36][CH2:37][CH2:38][N:39]([CH2:42][CH3:43])[CH2:40][CH3:41])=[CH:20][CH:21]=4)[N:13]([CH2:23][O:24][CH2:25][CH2:26][Si:27]([CH3:28])([CH3:29])[CH3:30])[C:9]=3[N:10]=[CH:11][N:12]=2)[CH:31]=[CH:32][C:2]=1[NH2:1].